From a dataset of Reaction yield outcomes from USPTO patents with 853,638 reactions. Predict the reaction yield, written as a fraction of the theoretical maximum amount of product (1.0 means a 100% yield; for example, 0.34 means a 34% yield). (1) The reactants are [NH2:1][C:2]1([C:7]([OH:9])=[O:8])[CH2:6][CH2:5][O:4][CH2:3]1.O=S(Cl)Cl. The catalyst is C(O)CCC. The product is [CH2:3]([O:8][C:7]([C:2]1([NH2:1])[CH2:6][CH2:5][O:4][CH2:3]1)=[O:9])[CH2:2][CH2:6][CH3:5]. The yield is 0.994. (2) The reactants are [F:1][C:2]([F:14])([F:13])[C:3]1[CH:4]=[C:5]([CH:9]=[CH:10][C:11]=1[CH3:12])[C:6]([OH:8])=[O:7].S(=O)(=O)(O)O.[CH3:20]O. No catalyst specified. The product is [F:1][C:2]([F:13])([F:14])[C:3]1[CH:4]=[C:5]([CH:9]=[CH:10][C:11]=1[CH3:12])[C:6]([O:8][CH3:20])=[O:7]. The yield is 0.950.